This data is from Peptide-MHC class II binding affinity with 134,281 pairs from IEDB. The task is: Regression. Given a peptide amino acid sequence and an MHC pseudo amino acid sequence, predict their binding affinity value. This is MHC class II binding data. The peptide sequence is AFKVAATAANAAPAT. The MHC is DRB1_0802 with pseudo-sequence DRB1_0802. The binding affinity (normalized) is 0.870.